Dataset: NCI-60 drug combinations with 297,098 pairs across 59 cell lines. Task: Regression. Given two drug SMILES strings and cell line genomic features, predict the synergy score measuring deviation from expected non-interaction effect. (1) Drug 1: CC1=C2C(C(=O)C3(C(CC4C(C3C(C(C2(C)C)(CC1OC(=O)C(C(C5=CC=CC=C5)NC(=O)C6=CC=CC=C6)O)O)OC(=O)C7=CC=CC=C7)(CO4)OC(=O)C)O)C)OC(=O)C. Drug 2: CC12CCC3C(C1CCC2O)C(CC4=C3C=CC(=C4)O)CCCCCCCCCS(=O)CCCC(C(F)(F)F)(F)F. Cell line: COLO 205. Synergy scores: CSS=-3.63, Synergy_ZIP=1.42, Synergy_Bliss=1.50, Synergy_Loewe=-1.17, Synergy_HSA=-1.16. (2) Drug 1: CC1=C(C=C(C=C1)NC2=NC=CC(=N2)N(C)C3=CC4=NN(C(=C4C=C3)C)C)S(=O)(=O)N.Cl. Drug 2: C1C(C(OC1N2C=NC3=C(N=C(N=C32)Cl)N)CO)O. Cell line: PC-3. Synergy scores: CSS=10.5, Synergy_ZIP=-2.64, Synergy_Bliss=-1.20, Synergy_Loewe=-7.97, Synergy_HSA=-1.79. (3) Drug 1: CC(CN1CC(=O)NC(=O)C1)N2CC(=O)NC(=O)C2. Drug 2: CC1=C(C=C(C=C1)C(=O)NC2=CC(=CC(=C2)C(F)(F)F)N3C=C(N=C3)C)NC4=NC=CC(=N4)C5=CN=CC=C5. Cell line: MALME-3M. Synergy scores: CSS=8.22, Synergy_ZIP=-2.88, Synergy_Bliss=2.17, Synergy_Loewe=-0.902, Synergy_HSA=0.125. (4) Drug 2: CC1CCC2CC(C(=CC=CC=CC(CC(C(=O)C(C(C(=CC(C(=O)CC(OC(=O)C3CCCCN3C(=O)C(=O)C1(O2)O)C(C)CC4CCC(C(C4)OC)OCCO)C)C)O)OC)C)C)C)OC. Cell line: NCI-H226. Drug 1: CN1C(=O)N2C=NC(=C2N=N1)C(=O)N. Synergy scores: CSS=-3.67, Synergy_ZIP=1.61, Synergy_Bliss=0.809, Synergy_Loewe=-5.42, Synergy_HSA=-4.06. (5) Drug 1: C1CCC(C1)C(CC#N)N2C=C(C=N2)C3=C4C=CNC4=NC=N3. Drug 2: CCC(=C(C1=CC=CC=C1)C2=CC=C(C=C2)OCCN(C)C)C3=CC=CC=C3.C(C(=O)O)C(CC(=O)O)(C(=O)O)O. Cell line: A549. Synergy scores: CSS=16.3, Synergy_ZIP=-0.534, Synergy_Bliss=3.56, Synergy_Loewe=1.64, Synergy_HSA=3.07. (6) Drug 1: C1CN1C2=NC(=NC(=N2)N3CC3)N4CC4. Drug 2: CC1=C(N=C(N=C1N)C(CC(=O)N)NCC(C(=O)N)N)C(=O)NC(C(C2=CN=CN2)OC3C(C(C(C(O3)CO)O)O)OC4C(C(C(C(O4)CO)O)OC(=O)N)O)C(=O)NC(C)C(C(C)C(=O)NC(C(C)O)C(=O)NCCC5=NC(=CS5)C6=NC(=CS6)C(=O)NCCC[S+](C)C)O. Cell line: MDA-MB-231. Synergy scores: CSS=27.0, Synergy_ZIP=-8.06, Synergy_Bliss=-0.0574, Synergy_Loewe=4.29, Synergy_HSA=5.50. (7) Cell line: NCI-H226. Synergy scores: CSS=2.69, Synergy_ZIP=5.80, Synergy_Bliss=6.49, Synergy_Loewe=7.64, Synergy_HSA=6.59. Drug 1: CC1=C(C(CCC1)(C)C)C=CC(=CC=CC(=CC(=O)O)C)C. Drug 2: CCC1(CC2CC(C3=C(CCN(C2)C1)C4=CC=CC=C4N3)(C5=C(C=C6C(=C5)C78CCN9C7C(C=CC9)(C(C(C8N6C)(C(=O)OC)O)OC(=O)C)CC)OC)C(=O)OC)O.OS(=O)(=O)O. (8) Drug 2: CC1=C2C(C(=O)C3(C(CC4C(C3C(C(C2(C)C)(CC1OC(=O)C(C(C5=CC=CC=C5)NC(=O)C6=CC=CC=C6)O)O)OC(=O)C7=CC=CC=C7)(CO4)OC(=O)C)O)C)OC(=O)C. Cell line: SK-MEL-2. Drug 1: C1=NC2=C(N1)C(=S)N=C(N2)N. Synergy scores: CSS=36.8, Synergy_ZIP=-4.87, Synergy_Bliss=-2.02, Synergy_Loewe=-22.1, Synergy_HSA=-1.78. (9) Drug 1: C1CCN(CC1)CCOC2=CC=C(C=C2)C(=O)C3=C(SC4=C3C=CC(=C4)O)C5=CC=C(C=C5)O. Drug 2: CC1C(C(CC(O1)OC2CC(CC3=C2C(=C4C(=C3O)C(=O)C5=C(C4=O)C(=CC=C5)OC)O)(C(=O)C)O)N)O.Cl. Cell line: SF-295. Synergy scores: CSS=43.5, Synergy_ZIP=0.845, Synergy_Bliss=0.00956, Synergy_Loewe=-19.2, Synergy_HSA=0.133. (10) Drug 1: CN(CC1=CN=C2C(=N1)C(=NC(=N2)N)N)C3=CC=C(C=C3)C(=O)NC(CCC(=O)O)C(=O)O. Drug 2: CCN(CC)CCCC(C)NC1=C2C=C(C=CC2=NC3=C1C=CC(=C3)Cl)OC. Cell line: DU-145. Synergy scores: CSS=34.9, Synergy_ZIP=-3.71, Synergy_Bliss=-2.64, Synergy_Loewe=-11.5, Synergy_HSA=-1.48.